From a dataset of Forward reaction prediction with 1.9M reactions from USPTO patents (1976-2016). Predict the product of the given reaction. (1) Given the reactants Br.Br[CH2:3][C:4]([NH:6][CH2:7][CH2:8][N:9]([CH2:11][C:12]1[CH:17]=[CH:16][C:15]([Cl:18])=[C:14]([Cl:19])[CH:13]=1)[CH3:10])=[O:5].[NH2:20][C:21]1[CH:30]=[CH:29][C:24]2[N:25]=[C:26]([SH:28])[S:27][C:23]=2[CH:22]=1, predict the reaction product. The product is: [NH2:20][C:21]1[CH:30]=[CH:29][C:24]2[N:25]=[C:26]([S:28][CH2:3][C:4]([NH:6][CH2:7][CH2:8][N:9]([CH2:11][C:12]3[CH:17]=[CH:16][C:15]([Cl:18])=[C:14]([Cl:19])[CH:13]=3)[CH3:10])=[O:5])[S:27][C:23]=2[CH:22]=1. (2) Given the reactants Cl[C:2]1[CH:11]=[CH:10][C:5]([C:6]([NH:8][CH3:9])=[O:7])=[CH:4][N:3]=1.[H-].[Na+].[CH2:14]([OH:16])[CH3:15], predict the reaction product. The product is: [CH2:14]([O:16][C:2]1[CH:11]=[CH:10][C:5]([C:6]([NH:8][CH3:9])=[O:7])=[CH:4][N:3]=1)[CH3:15]. (3) Given the reactants [Cl:1][C:2]1[C:10]([C:11]2[CH2:15][CH:14]([CH2:16][C:17]#[N:18])[O:13][N:12]=2)=[C:9]([S:19]([CH2:22][CH3:23])(=[O:21])=[O:20])[CH:8]=[CH:7][C:3]=1[C:4]([OH:6])=O.CO[C:26]1[C:27]([NH2:31])=[N:28][O:29][N:30]=1.[CH2:32]([N:34](CC)CC)C.C(P1(=O)OP(=O)(CCC)OP(=O)(CCC)O1)CC, predict the reaction product. The product is: [Cl:1][C:2]1[C:10]([C:11]2[CH2:15][CH:14]([CH2:16][C:17]#[N:18])[O:13][N:12]=2)=[C:9]([S:19]([CH2:22][CH3:23])(=[O:21])=[O:20])[CH:8]=[CH:7][C:3]=1[C:4]([NH:31][C:27]1[C:26]([C:32]#[N:34])=[N:30][O:29][N:28]=1)=[O:6]. (4) Given the reactants [H-].[Na+].[N:3]1([CH2:8][CH2:9][S:10]([CH2:13][C:14]2[CH:19]=[CH:18][C:17]([OH:20])=[CH:16][CH:15]=2)(=[O:12])=[O:11])[CH:7]=[CH:6][N:5]=[N:4]1.Cl[CH2:22][C:23]1[N:24]=[C:25]([CH:28]=[CH:29][C:30]2[CH:35]=[CH:34][C:33]([S:36]([C:38]([F:41])([F:40])[F:39])=[O:37])=[CH:32][CH:31]=2)[O:26][CH:27]=1.O, predict the reaction product. The product is: [F:41][C:38]([F:39])([F:40])[S:36]([C:33]1[CH:34]=[CH:35][C:30](/[CH:29]=[CH:28]/[C:25]2[O:26][CH:27]=[C:23]([CH2:22][O:20][C:17]3[CH:16]=[CH:15][C:14]([CH2:13][S:10]([CH2:9][CH2:8][N:3]4[CH:7]=[CH:6][N:5]=[N:4]4)(=[O:12])=[O:11])=[CH:19][CH:18]=3)[N:24]=2)=[CH:31][CH:32]=1)=[O:37]. (5) Given the reactants [C:1]([C:5]1[CH:6]=[C:7]([NH2:18])[N:8]([C:10]2[CH:15]=[CH:14][C:13]([O:16]C)=[CH:12][CH:11]=2)[N:9]=1)([CH3:4])([CH3:3])[CH3:2].[Cl-].[Cl-].[Cl-].[Al+3].C([O-])(O)=O.[Na+], predict the reaction product. The product is: [NH2:18][C:7]1[N:8]([C:10]2[CH:15]=[CH:14][C:13]([OH:16])=[CH:12][CH:11]=2)[N:9]=[C:5]([C:1]([CH3:4])([CH3:3])[CH3:2])[CH:6]=1. (6) Given the reactants [CH:1]([C:4]1[CH:9]=[CH:8][C:7]([C:10]2[CH:15]=[CH:14][N:13]=[C:12]([NH:16][CH2:17][C:18]3[S:19][CH:20]=[CH:21][CH:22]=3)[N:11]=2)=[CH:6][CH:5]=1)([CH3:3])[CH3:2].C(N(CC)CC)C.[N:30]([C:33]1[CH:42]=[CH:41][CH:40]=[CH:39][C:34]=1[C:35]([O:37][CH3:38])=[O:36])=[C:31]=[O:32], predict the reaction product. The product is: [CH3:38][O:37][C:35](=[O:36])[C:34]1[CH:39]=[CH:40][CH:41]=[CH:42][C:33]=1[NH:30][C:31]([N:16]([C:12]1[N:11]=[C:10]([C:7]2[CH:6]=[CH:5][C:4]([CH:1]([CH3:3])[CH3:2])=[CH:9][CH:8]=2)[CH:15]=[CH:14][N:13]=1)[CH2:17][C:18]1[S:19][CH:20]=[CH:21][CH:22]=1)=[O:32]. (7) Given the reactants [CH3:1][C@H:2]1[N:15]2[C:6]([CH2:7][O:8][C:9]3[C:14]2=[CH:13][C:12]([N+:16]([O-])=O)=[CH:11][CH:10]=3)=[N:5][NH:4][C:3]1=[O:19].[Cl-].[NH4+], predict the reaction product. The product is: [NH2:16][C:12]1[CH:13]=[C:14]2[C:9](=[CH:10][CH:11]=1)[O:8][CH2:7][C:6]1[N:15]2[C@H:2]([CH3:1])[C:3](=[O:19])[NH:4][N:5]=1. (8) Given the reactants [Cl:1][C:2]1[CH:7]=[C:6]([C:8]2[C:17]3[C:12](=[CH:13][C:14]([S:18](OC4C(F)=C(F)C(F)=C(F)C=4F)(=[O:20])=[O:19])=[CH:15][CH:16]=3)[CH:11]=[CH:10][N:9]=2)[C:5]([O:33][CH3:34])=[CH:4][C:3]=1[C:35]1[CH:40]=[CH:39][CH:38]=[C:37]([F:41])[CH:36]=1.[S:42]1[N:46]=[CH:45][C:44]([NH2:47])=[N:43]1.C1COCC1.C[Si]([N-][Si](C)(C)C)(C)C.[Li+], predict the reaction product. The product is: [Cl:1][C:2]1[CH:7]=[C:6]([C:8]2[C:17]3[C:12](=[CH:13][C:14]([S:18]([NH:47][C:44]4[CH:45]=[N:46][S:42][N:43]=4)(=[O:20])=[O:19])=[CH:15][CH:16]=3)[CH:11]=[CH:10][N:9]=2)[C:5]([O:33][CH3:34])=[CH:4][C:3]=1[C:35]1[CH:40]=[CH:39][CH:38]=[C:37]([F:41])[CH:36]=1.